Dataset: Full USPTO retrosynthesis dataset with 1.9M reactions from patents (1976-2016). Task: Predict the reactants needed to synthesize the given product. (1) The reactants are: [CH3:1][O:2][C:3]1[C:8]([O:9][CH3:10])=[C:7]([O:11][CH3:12])[CH:6]=[C:5]([CH3:13])[C:4]=1[CH:14]([C:16]1[C:21]([CH3:22])=[CH:20][N:19]=[CH:18][C:17]=1[Br:23])[OH:15]. Given the product [CH3:1][O:2][C:3]1[C:8]([O:9][CH3:10])=[C:7]([O:11][CH3:12])[CH:6]=[C:5]([CH3:13])[C:4]=1[C:14]([C:16]1[C:21]([CH3:22])=[CH:20][N:19]=[CH:18][C:17]=1[Br:23])=[O:15], predict the reactants needed to synthesize it. (2) The reactants are: [C:1]([C:4]1[CH:5]=[C:6]2[C:18]([C:19]([NH:21][CH3:22])=[O:20])=[C:17]([C:23]3[CH:28]=[CH:27][C:26]([F:29])=[CH:25][CH:24]=3)[O:16][C:7]2=[N:8][C:9]=1[N:10]([CH3:15])[S:11]([CH3:14])(=[O:13])=[O:12])(=[O:3])[CH3:2].[BH4-]. Given the product [F:29][C:26]1[CH:27]=[CH:28][C:23]([C:17]2[O:16][C:7]3=[N:8][C:9]([N:10]([CH3:15])[S:11]([CH3:14])(=[O:12])=[O:13])=[C:4]([CH:1]([OH:3])[CH3:2])[CH:5]=[C:6]3[C:18]=2[C:19]([NH:21][CH3:22])=[O:20])=[CH:24][CH:25]=1, predict the reactants needed to synthesize it. (3) The reactants are: [F:1][C:2]1[CH:16]=[CH:15][C:5]([CH2:6][N:7]2[CH:11]=[CH:10][CH:9]=[C:8]2[C:12]([OH:14])=O)=[CH:4][CH:3]=1.[CH2:17]([O:19][C:20](=[O:28])[CH2:21][C:22]1[N:23]=[C:24]([NH2:27])[S:25][CH:26]=1)[CH3:18]. Given the product [CH2:17]([O:19][C:20](=[O:28])[CH2:21][C:22]1[N:23]=[C:24]([NH:27][C:12]([C:8]2[N:7]([CH2:6][C:5]3[CH:4]=[CH:3][C:2]([F:1])=[CH:16][CH:15]=3)[CH:11]=[CH:10][CH:9]=2)=[O:14])[S:25][CH:26]=1)[CH3:18], predict the reactants needed to synthesize it. (4) Given the product [Br:1][C:2]1[CH:10]=[CH:9][C:8]([C:11]([NH2:20])=[O:13])=[C:7]2[C:3]=1[CH:4]=[CH:5][NH:6]2, predict the reactants needed to synthesize it. The reactants are: [Br:1][C:2]1[CH:10]=[CH:9][C:8]([C:11]([OH:13])=O)=[C:7]2[C:3]=1[CH:4]=[CH:5][NH:6]2.C1C=CC2N(O)N=[N:20]C=2C=1. (5) Given the product [Br:42][C:43]1[CH:44]=[CH:45][C:46]([C:49]2[CH:54]=[CH:53][C:52]([N:15]([C:12]3[CH:11]=[CH:10][C:9]4[C:8]5[C:3](=[CH:4][CH:5]=[CH:6][CH:7]=5)[C:2]([CH3:41])([CH3:1])[C:14]=4[CH:13]=3)[C:16]3[CH:17]=[CH:18][C:19]([C:22]4[CH:23]=[CH:24][C:25]5[N:26]([C:35]6[CH:40]=[CH:39][CH:38]=[CH:37][CH:36]=6)[C:27]6[C:32]([C:33]=5[CH:34]=4)=[CH:31][CH:30]=[CH:29][CH:28]=6)=[CH:20][CH:21]=3)=[CH:51][CH:50]=2)=[CH:47][CH:48]=1, predict the reactants needed to synthesize it. The reactants are: [CH3:1][C:2]1([CH3:41])[C:14]2[CH:13]=[C:12]([NH:15][C:16]3[CH:21]=[CH:20][C:19]([C:22]4[CH:23]=[CH:24][C:25]5[N:26]([C:35]6[CH:40]=[CH:39][CH:38]=[CH:37][CH:36]=6)[C:27]6[C:32]([C:33]=5[CH:34]=4)=[CH:31][CH:30]=[CH:29][CH:28]=6)=[CH:18][CH:17]=3)[CH:11]=[CH:10][C:9]=2[C:8]2[C:3]1=[CH:4][CH:5]=[CH:6][CH:7]=2.[Br:42][C:43]1[CH:48]=[CH:47][C:46]([C:49]2[CH:54]=[CH:53][C:52](I)=[CH:51][CH:50]=2)=[CH:45][CH:44]=1.C(=O)([O-])[O-].[Na+].[Na+]. (6) Given the product [F:19][CH2:11][CH2:10][C:7]1[CH:8]=[CH:9][C:4]([N+:1]([O-:3])=[O:2])=[CH:5][CH:6]=1, predict the reactants needed to synthesize it. The reactants are: [N+:1]([C:4]1[CH:9]=[CH:8][C:7]([CH2:10][CH2:11]O)=[CH:6][CH:5]=1)([O-:3])=[O:2].C(N(S(F)(F)[F:19])CC)C.C(=O)([O-])O.[Na+]. (7) Given the product [OH:23][C@H:25]([CH2:26][O:27][C:28]1[CH:33]=[CH:32][CH:31]=[CH:30][CH:29]=1)[CH2:24][NH:2][C@@H:3]([CH2:6][C:7]1[CH:8]=[CH:9][C:10]([O:13][C:14]2[C:19]([N+:20]([O-:22])=[O:21])=[CH:18][CH:17]=[CH:16][N:15]=2)=[CH:11][CH:12]=1)[CH2:4][OH:5], predict the reactants needed to synthesize it. The reactants are: Cl.[NH2:2][C@@H:3]([CH2:6][C:7]1[CH:12]=[CH:11][C:10]([O:13][C:14]2[C:19]([N+:20]([O-:22])=[O:21])=[CH:18][CH:17]=[CH:16][N:15]=2)=[CH:9][CH:8]=1)[CH2:4][OH:5].[O:23]1[C@H:25]([CH2:26][O:27][C:28]2[CH:33]=[CH:32][CH:31]=[CH:30][CH:29]=2)[CH2:24]1.C(N(CC)C(C)C)(C)C.